From a dataset of Choline transporter screen with 302,306 compounds. Binary Classification. Given a drug SMILES string, predict its activity (active/inactive) in a high-throughput screening assay against a specified biological target. (1) The drug is s1c(ccc1)C(=O)N\N=C\C=C/c1c(OC)cccc1. The result is 0 (inactive). (2) The drug is Clc1cc2nccc(NN\C(CC)=C3/C=CC(=O)C=C3)c2cc1. The result is 0 (inactive).